From a dataset of Full USPTO retrosynthesis dataset with 1.9M reactions from patents (1976-2016). Predict the reactants needed to synthesize the given product. Given the product [F:27][C:2]([F:1])([F:26])[CH2:3][N:4]1[CH:13]=[CH:12][C:11]2[C:6](=[CH:7][C:8]([SH:14])=[CH:9][CH:10]=2)[C:5]1=[O:25], predict the reactants needed to synthesize it. The reactants are: [F:1][C:2]([F:27])([F:26])[CH2:3][N:4]1[CH:13]=[CH:12][C:11]2[C:6](=[CH:7][C:8]([S:14][Si](C(C)C)(C(C)C)C(C)C)=[CH:9][CH:10]=2)[C:5]1=[O:25].